From a dataset of Reaction yield outcomes from USPTO patents with 853,638 reactions. Predict the reaction yield, written as a fraction of the theoretical maximum amount of product (1.0 means a 100% yield; for example, 0.34 means a 34% yield). (1) The reactants are [Cl:1][C:2]1[CH:10]=[C:9]2[C:5]([CH2:6][O:7][C:8]2=[O:11])=[C:4]([N+:12]([O-])=O)[CH:3]=1.[H][H]. The catalyst is CCOC(C)=O.[Pd]. The product is [NH2:12][C:4]1[CH:3]=[C:2]([Cl:1])[CH:10]=[C:9]2[C:5]=1[CH2:6][O:7][C:8]2=[O:11]. The yield is 0.900. (2) The reactants are [Br:1][C:2]1[CH:3]=[C:4]([CH:8]=[CH:9][CH:10]=1)[C:5](Cl)=[O:6].C(N(CC)C(C)C)(C)C.[CH3:20][O:21][CH2:22][CH2:23][O:24][C:25]1[CH:31]=[CH:30][C:28]([NH2:29])=[CH:27][C:26]=1[C:32]1[N:33]([CH3:37])[N:34]=[CH:35][CH:36]=1. The catalyst is CN(C=O)C. The product is [Br:1][C:2]1[CH:3]=[C:4]([CH:8]=[CH:9][CH:10]=1)[C:5]([NH:29][C:28]1[CH:30]=[CH:31][C:25]([O:24][CH2:23][CH2:22][O:21][CH3:20])=[C:26]([C:32]2[N:33]([CH3:37])[N:34]=[CH:35][CH:36]=2)[CH:27]=1)=[O:6]. The yield is 0.960. (3) The reactants are Br.[CH2:2]([C:4]1[N:5]=[C:6]([C@@H:9]([NH2:20])[CH2:10][C:11]2[CH:16]=[CH:15][C:14]([N+:17]([O-:19])=[O:18])=[CH:13][CH:12]=2)[S:7][CH:8]=1)[CH3:3].[C:21]([NH:24][C@H:25]([C:33](O)=[O:34])[CH2:26][C:27]1[CH:32]=[CH:31][CH:30]=[CH:29][CH:28]=1)(=[O:23])[CH3:22].ON1C2C=CC=CC=2N=N1.C(N(C(C)C)CC)(C)C.CN(C)CCCN=C=NCC. The catalyst is CN(C=O)C.O. The product is [C:21]([NH:24][C@@H:25]([CH2:26][C:27]1[CH:28]=[CH:29][CH:30]=[CH:31][CH:32]=1)[C:33]([NH:20][C@H:9]([C:6]1[S:7][CH:8]=[C:4]([CH2:2][CH3:3])[N:5]=1)[CH2:10][C:11]1[CH:16]=[CH:15][C:14]([N+:17]([O-:19])=[O:18])=[CH:13][CH:12]=1)=[O:34])(=[O:23])[CH3:22]. The yield is 0.700. (4) The reactants are [NH2:1][C:2]1[C:7]([S:8]([NH:11][C:12]([C:14]2[C:15](Cl)=[N:16][C:17]([Cl:20])=[CH:18][CH:19]=2)=[O:13])(=[O:10])=[O:9])=[CH:6][CH:5]=[CH:4][N:3]=1.[CH3:22][C:23]1([CH3:29])[CH2:27][C@H:26]([CH3:28])[CH2:25][NH:24]1.C(=O)([O-])[O-].[K+].[K+].Cl. The catalyst is C(OCC)(=O)C.O.CS(C)=O. The product is [NH2:1][C:2]1[C:7]([S:8]([NH:11][C:12]([C:14]2[C:15]([N:24]3[CH2:25][C@@H:26]([CH3:28])[CH2:27][C:23]3([CH3:29])[CH3:22])=[N:16][C:17]([Cl:20])=[CH:18][CH:19]=2)=[O:13])(=[O:10])=[O:9])=[CH:6][CH:5]=[CH:4][N:3]=1. The yield is 1.00. (5) The product is [CH3:13][O:14][C:15]1[CH:16]=[C:17]([C@H:21]([NH:23][CH2:2][C:3]2[CH:12]=[CH:11][C:6]([C:7]([O:9][CH3:10])=[O:8])=[CH:5][CH:4]=2)[CH3:22])[CH:18]=[CH:19][CH:20]=1. The reactants are Br[CH2:2][C:3]1[CH:12]=[CH:11][C:6]([C:7]([O:9][CH3:10])=[O:8])=[CH:5][CH:4]=1.[CH3:13][O:14][C:15]1[CH:16]=[C:17]([C@H:21]([NH2:23])[CH3:22])[CH:18]=[CH:19][CH:20]=1.C([O-])([O-])=O.[K+].[K+]. The yield is 0.790. The catalyst is CN(C=O)C.C(OCC)(=O)C.O. (6) The reactants are Cl[C:2]1[CH:3]=[CH:4][C:5]2[N:11]3[CH2:12][C@H:8]([CH2:9][CH2:10]3)[N:7]([C:13]([NH:15][C:16]3[CH:21]=[N:20][CH:19]=[CH:18][N:17]=3)=[O:14])[C:6]=2[N:22]=1.[CH3:23][C:24]1[CH:29]=[C:28](B2OC(C)(C)C(C)(C)O2)[CH:27]=[C:26]([C:39]([F:42])([F:41])[F:40])[N:25]=1.[O-]P([O-])([O-])=O.[K+].[K+].[K+].CC(C1C=C(C(C)C)C(C2C=CC=CC=2P(C2CCCCC2)C2CCCCC2)=C(C(C)C)C=1)C. The catalyst is O1CCOCC1.O.C1C=CC(/C=C/C(/C=C/C2C=CC=CC=2)=O)=CC=1.C1C=CC(/C=C/C(/C=C/C2C=CC=CC=2)=O)=CC=1.C1C=CC(/C=C/C(/C=C/C2C=CC=CC=2)=O)=CC=1.[Pd].[Pd]. The product is [CH3:23][C:24]1[CH:29]=[C:28]([C:2]2[CH:3]=[CH:4][C:5]3[N:11]4[CH2:12][C@H:8]([CH2:9][CH2:10]4)[N:7]([C:13]([NH:15][C:16]4[CH:21]=[N:20][CH:19]=[CH:18][N:17]=4)=[O:14])[C:6]=3[N:22]=2)[CH:27]=[C:26]([C:39]([F:41])([F:40])[F:42])[N:25]=1. The yield is 0.569. (7) The reactants are [Cl:1][C:2]1[CH:3]=[C:4]([C:9](=[O:11])[CH3:10])[CH:5]=[C:6]([Cl:8])[CH:7]=1.[N:12]1([C:17]2[CH:24]=[CH:23][C:20]([CH:21]=O)=[CH:19][CH:18]=2)[CH:16]=[N:15][CH:14]=[N:13]1.[OH-].[Na+]. The catalyst is C(O)C.O. The product is [N:12]1([C:17]2[CH:24]=[CH:23][C:20](/[CH:21]=[CH:10]/[C:9]([C:4]3[CH:3]=[C:2]([Cl:1])[CH:7]=[C:6]([Cl:8])[CH:5]=3)=[O:11])=[CH:19][CH:18]=2)[CH:16]=[N:15][CH:14]=[N:13]1. The yield is 0.170. (8) The reactants are [C:1]1([CH2:7][N:8]2[CH:12]=[N:11][CH:10]=[N:9]2)[CH:6]=[CH:5][CH:4]=[CH:3][CH:2]=1.[CH:13](=[O:15])[CH3:14]. No catalyst specified. The product is [CH2:7]([N:8]1[C:12]([CH:13]([OH:15])[CH3:14])=[N:11][CH:10]=[N:9]1)[C:1]1[CH:2]=[CH:3][CH:4]=[CH:5][CH:6]=1. The yield is 0.860. (9) The reactants are [F:1][C:2]1[C:10]([F:11])=[CH:9][C:8]([I:12])=[CH:7][C:3]=1[C:4]([OH:6])=O.C(N1[CH:24]=[CH:23]N=C1)(N1C=CN=C1)=O.C(O[Si](C)(C)CCC)(=O)[CH2:26][C:27]([O-:29])=[O:28].C1CCN2C(=NCCC2)CC1.[N-]1C=CN=C1.Cl. The product is [F:1][C:2]1[C:10]([F:11])=[CH:9][C:8]([I:12])=[CH:7][C:3]=1[C:4](=[O:6])[CH2:26][C:27]([O:29][CH2:23][CH3:24])=[O:28]. The yield is 0.650. The catalyst is O1CCCC1. (10) The reactants are [Cl:1][C:2]1[C:7]([CH3:8])=[CH:6][N+:5]([O-])=[C:4]([CH3:10])[C:3]=1[CH3:11].[Cl-].[Li+].CS(Cl)(=O)=O.C(=O)([O-])O.[Na+].[SH:24][C:25]1[NH:26][C:27]2[CH:33]=[CH:32][CH:31]=[CH:30][C:28]=2[N:29]=1.C(N(CC)CC)C. The catalyst is O1CCCC1.CO.C(OCC)(=O)C.C1(C)C=CC=CC=1. The product is [Cl:1][C:2]1[C:7]([CH3:8])=[CH:6][N:5]=[C:4]([CH2:10][S:24][C:25]2[NH:29][C:28]3[CH:30]=[CH:31][CH:32]=[CH:33][C:27]=3[N:26]=2)[C:3]=1[CH3:11]. The yield is 0.375.